This data is from Peptide-MHC class II binding affinity with 134,281 pairs from IEDB. The task is: Regression. Given a peptide amino acid sequence and an MHC pseudo amino acid sequence, predict their binding affinity value. This is MHC class II binding data. (1) The peptide sequence is TQARAAAAAFEQAHA. The MHC is DRB1_0101 with pseudo-sequence DRB1_0101. The binding affinity (normalized) is 0.395. (2) The peptide sequence is LEHEMWRSRADEINA. The MHC is DRB1_1301 with pseudo-sequence DRB1_1301. The binding affinity (normalized) is 0.340.